Dataset: Full USPTO retrosynthesis dataset with 1.9M reactions from patents (1976-2016). Task: Predict the reactants needed to synthesize the given product. (1) Given the product [CH2:1]([O:3][C:4](=[O:16])[CH2:5][CH:6]1[C:10]2[CH:11]=[CH:12][C:13]([O:15][CH2:20][C:19]3[CH:22]=[CH:23][C:24]([Cl:26])=[CH:25][C:18]=3[Cl:17])=[CH:14][C:9]=2[S:8][CH2:7]1)[CH3:2], predict the reactants needed to synthesize it. The reactants are: [CH2:1]([O:3][C:4](=[O:16])[CH2:5][CH:6]1[C:10]2[CH:11]=[CH:12][C:13]([OH:15])=[CH:14][C:9]=2[S:8][CH2:7]1)[CH3:2].[Cl:17][C:18]1[CH:25]=[C:24]([Cl:26])[CH:23]=[CH:22][C:19]=1[CH2:20]Cl.C([O-])([O-])=O.[K+].[K+]. (2) Given the product [C:1]([NH:4][C:5]1[S:20][C:8]2[CH2:9][N:10]([C:13]([O:15][C:16]([CH3:18])([CH3:17])[CH3:19])=[O:14])[CH2:11][CH2:12][C:7]=2[C:6]=1[C:21]1[N:23]=[N:24][NH:25][N:22]=1)(=[O:3])[CH3:2], predict the reactants needed to synthesize it. The reactants are: [C:1]([NH:4][C:5]1[S:20][C:8]2[CH2:9][N:10]([C:13]([O:15][C:16]([CH3:19])([CH3:18])[CH3:17])=[O:14])[CH2:11][CH2:12][C:7]=2[C:6]=1[C:21]#[N:22])(=[O:3])[CH3:2].[N-:23]=[N+:24]=[N-:25].[Na+].Cl.C(N(CC)CC)C. (3) Given the product [CH3:29][C:14]1([CH3:30])[CH2:15][N:16]2[C:21](=[O:22])[CH:20]=[C:19]([C:23]3[CH:28]=[CH:27][N:26]=[CH:25][CH:24]=3)[N:18]=[C:17]2[N:12]([CH2:11][CH:6]2[CH2:5][C:4]3[N:3]=[C:2]([C:40]4[CH:41]=[CH:42][N:37]=[CH:38][CH:39]=4)[CH:10]=[CH:9][C:8]=3[CH2:7]2)[CH2:13]1, predict the reactants needed to synthesize it. The reactants are: Cl[C:2]1[CH:10]=[CH:9][C:8]2[CH2:7][CH:6]([CH2:11][N:12]3[C:17]4=[N:18][C:19]([C:23]5[CH:28]=[CH:27][N:26]=[CH:25][CH:24]=5)=[CH:20][C:21](=[O:22])[N:16]4[CH2:15][C:14]([CH3:30])([CH3:29])[CH2:13]3)[CH2:5][C:4]=2[N:3]=1.C(=O)([O-])[O-].[Na+].[Na+].[N:37]1[CH:42]=[CH:41][C:40](B(O)O)=[CH:39][CH:38]=1.O. (4) Given the product [C:1]([C:5]1[NH:13][CH:7]=[CH:8][C:9](=[O:11])[CH:10]=1)([CH3:4])([CH3:3])[CH3:2], predict the reactants needed to synthesize it. The reactants are: [C:1]([C:5]1O[CH:7]=[CH:8][C:9](=[O:11])[CH:10]=1)([CH3:4])([CH3:3])[CH3:2].[OH-].[NH4+:13]. (5) Given the product [O:13]1[CH:17]=[CH:16][C:15]([C:5]2[CH:6]=[C:7]([CH:10]=[CH:11][N:12]=2)[CH:8]=[O:9])=[CH:14]1, predict the reactants needed to synthesize it. The reactants are: B(O)O.Br[C:5]1[CH:6]=[C:7]([CH:10]=[CH:11][N:12]=1)[CH:8]=[O:9].[O:13]1[CH:17]=[CH:16][C:15](B(O)O)=[CH:14]1.